Task: Predict which catalyst facilitates the given reaction.. Dataset: Catalyst prediction with 721,799 reactions and 888 catalyst types from USPTO Reactant: Br[C:2]1[N:3]([CH2:27][CH2:28][CH3:29])[C:4]2[C:9](=[O:10])[N:8]([C:11]3[CH:16]=[C:15]([CH3:17])[C:14](=[O:18])[N:13]([CH3:19])[CH:12]=3)[CH:7]([C:20]3[CH:25]=[CH:24][C:23]([Cl:26])=[CH:22][CH:21]=3)[C:5]=2[N:6]=1.[F:30][C:31]1[C:32](B(O)O)=[CH:33][C:34]([O:37][CH3:38])=[N:35][CH:36]=1. The catalyst class is: 513. Product: [Cl:26][C:23]1[CH:24]=[CH:25][C:20]([CH:7]2[C:5]3[N:6]=[C:2]([C:32]4[C:31]([F:30])=[CH:36][N:35]=[C:34]([O:37][CH3:38])[CH:33]=4)[N:3]([CH2:27][CH2:28][CH3:29])[C:4]=3[C:9](=[O:10])[N:8]2[C:11]2[CH:16]=[C:15]([CH3:17])[C:14](=[O:18])[N:13]([CH3:19])[CH:12]=2)=[CH:21][CH:22]=1.